From a dataset of Full USPTO retrosynthesis dataset with 1.9M reactions from patents (1976-2016). Predict the reactants needed to synthesize the given product. (1) Given the product [Cl:1][C:2]1[C:3]([F:22])=[C:4]([CH:19]=[CH:20][CH:21]=1)[NH:5][C:6]1[C:15]2[C:10](=[CH:11][C:12]([O:17][CH3:18])=[C:13]([O:16][C@H:40]3[CH2:36][CH2:37][N:38]([C:41]([O:43][C:44]([CH3:47])([CH3:46])[CH3:45])=[O:42])[CH2:39]3)[CH:14]=2)[N:9]=[CH:8][N:7]=1, predict the reactants needed to synthesize it. The reactants are: [Cl:1][C:2]1[C:3]([F:22])=[C:4]([CH:19]=[CH:20][CH:21]=1)[NH:5][C:6]1[C:15]2[C:10](=[CH:11][C:12]([O:17][CH3:18])=[C:13]([OH:16])[CH:14]=2)[N:9]=[CH:8][N:7]=1.[N+](C1C=CC(S(O[C@@H:36]2[CH2:40][CH2:39][N:38]([C:41]([O:43][C:44]([CH3:47])([CH3:46])[CH3:45])=[O:42])[CH2:37]2)(=O)=O)=CC=1)([O-])=O. (2) Given the product [CH3:21][C:2]([CH3:1])([CH3:20])[C@@H:3]([N:7]1[C:16](=[O:17])[C:15]2=[CH:18][NH:19][C:13]3[C:14]2=[C:9]([CH:10]=[CH:11][N:12]=3)[CH2:8]1)[C:4]([N:41]1[CH2:40][CH:39]([C:38]#[N:37])[CH2:43]1)=[O:5], predict the reactants needed to synthesize it. The reactants are: [CH3:1][C:2]([CH3:21])([CH3:20])[C@@H:3]([N:7]1[C:16](=[O:17])[C:15]2=[CH:18][NH:19][C:13]3[C:14]2=[C:9]([CH:10]=[CH:11][N:12]=3)[CH2:8]1)[C:4](O)=[O:5].C1C=C2N=NN(O)C2=CC=1.O.CCN=C=[N:37][CH2:38][CH2:39][CH2:40][N:41]([CH3:43])C.Cl.Cl.N1CC(C#N)C1.CN1CCOCC1. (3) The reactants are: C[O:2][C:3](=[O:33])[CH:4]([C:23]1[CH:28]=[CH:27][C:26]([C:29]([CH3:32])([CH3:31])[CH3:30])=[CH:25][CH:24]=1)[CH2:5][C:6]1[CH:11]=[CH:10][C:9]([O:12][CH2:13][CH2:14][O:15][CH2:16][C:17]2[CH:22]=[CH:21][CH:20]=[CH:19][CH:18]=2)=[CH:8][CH:7]=1.[OH-].[Li+]. Given the product [CH2:16]([O:15][CH2:14][CH2:13][O:12][C:9]1[CH:10]=[CH:11][C:6]([CH2:5][CH:4]([C:23]2[CH:24]=[CH:25][C:26]([C:29]([CH3:32])([CH3:31])[CH3:30])=[CH:27][CH:28]=2)[C:3]([OH:33])=[O:2])=[CH:7][CH:8]=1)[C:17]1[CH:18]=[CH:19][CH:20]=[CH:21][CH:22]=1, predict the reactants needed to synthesize it. (4) Given the product [ClH:1].[ClH:1].[CH3:50][C:47]1[CH:48]=[CH:49][C:43]2[O:42][C:41]([C:38]3[CH:37]=[CH:36][C:35]([CH2:34][O:33][C:28]4[CH:29]=[CH:30][CH:31]=[CH:32][C:27]=4[CH2:26][CH2:25][NH:9][CH:10]4[CH2:19][CH2:18][CH2:17][C:16]5[N:15]=[C:14]([C:20]([O:22][CH2:23][CH3:24])=[O:21])[CH:13]=[CH:12][C:11]4=5)=[CH:40][CH:39]=3)=[N:45][C:44]=2[CH:46]=1, predict the reactants needed to synthesize it. The reactants are: [ClH:1].C(OC([N:9]([CH2:25][CH2:26][C:27]1[CH:32]=[CH:31][CH:30]=[CH:29][C:28]=1[O:33][CH2:34][C:35]1[CH:40]=[CH:39][C:38]([C:41]2[O:42][C:43]3[CH:49]=[CH:48][C:47]([CH3:50])=[CH:46][C:44]=3[N:45]=2)=[CH:37][CH:36]=1)[CH:10]1[CH2:19][CH2:18][CH2:17][C:16]2[N:15]=[C:14]([C:20]([O:22][CH2:23][CH3:24])=[O:21])[CH:13]=[CH:12][C:11]1=2)=O)(C)(C)C.